This data is from Forward reaction prediction with 1.9M reactions from USPTO patents (1976-2016). The task is: Predict the product of the given reaction. (1) The product is: [CH3:8][C:6]1[N:7]=[C:2]2[CH:15]=[C:14]([Si:11]([CH3:13])([CH3:12])[CH3:10])[O:9][C:3]2=[CH:4][CH:5]=1. Given the reactants I[C:2]1[N:7]=[C:6]([CH3:8])[CH:5]=[CH:4][C:3]=1[OH:9].[CH3:10][Si:11]([C:14]#[CH:15])([CH3:13])[CH3:12], predict the reaction product. (2) Given the reactants [NH2:1][C:2]1[C:11]2=[CH:12][N:13]([CH:15]3[C:19]([OH:21])([CH3:20])[CH:18]([OH:22])[CH:17]([CH2:23][OH:24])[O:16]3)[N:14]=[C:9]3[C:10]2=[C:4]([C:5](=[O:25])[NH:6][N:7]=[CH:8]3)[CH:3]=1.N1C=CN=C1.[CH3:31][C:32]([Si:35](OS(C(F)(F)F)(=O)=O)(OS(C(F)(F)F)(=O)=O)[C:36]([CH3:39])([CH3:38])[CH3:37])([CH3:34])[CH3:33], predict the reaction product. The product is: [NH2:1][C:2]1[C:11]2=[CH:12][N:13]([CH:15]3[O:16][CH:17]4[CH:18]([O:22][Si:35]([C:36]([CH3:39])([CH3:38])[CH3:37])([C:32]([CH3:34])([CH3:33])[CH3:31])[O:24][CH2:23]4)[C:19]3([OH:21])[CH3:20])[N:14]=[C:9]3[C:10]2=[C:4]([C:5](=[O:25])[NH:6][N:7]=[CH:8]3)[CH:3]=1. (3) Given the reactants [CH3:1][C:2]1[CH:7]=[C:6]([C:8](=[O:27])[CH2:9][CH2:10][C:11]2[S:12][C:13]3[CH:22]=[C:21]([C:23]([F:26])([F:25])[F:24])[CH:20]=[CH:19][C:14]=3[C:15]=2[CH2:16][CH2:17][CH3:18])[CH:5]=[CH:4][C:3]=1[CH2:28][CH2:29][C:30]([O:32]C)=[O:31].C(C1C2C=CC(C(F)(F)F)=CC=2SC=1CO)CC, predict the reaction product. The product is: [CH3:1][C:2]1[CH:7]=[C:6]([C:8](=[O:27])[CH2:9][CH2:10][C:11]2[S:12][C:13]3[CH:22]=[C:21]([C:23]([F:24])([F:25])[F:26])[CH:20]=[CH:19][C:14]=3[C:15]=2[CH2:16][CH2:17][CH3:18])[CH:5]=[CH:4][C:3]=1[CH2:28][CH2:29][C:30]([OH:32])=[O:31]. (4) Given the reactants [CH:1]([N:4]1[CH2:8][CH2:7][C@H:6]([O:9][C:10]2[CH:11]=[C:12]3[C:17](=[CH:18][CH:19]=2)[N:16]=[CH:15][N:14]([C:20]2[CH:21]=[C:22]([CH:26]=[CH:27][C:28]=2[CH3:29])[C:23](O)=[O:24])[C:13]3=[O:30])[CH2:5]1)([CH3:3])[CH3:2].CN(C=O)C.S(Cl)(Cl)=O.[NH2:40][C:41]1[CH:45]=[CH:44][O:43][N:42]=1, predict the reaction product. The product is: [CH:1]([N:4]1[CH2:8][CH2:7][C@H:6]([O:9][C:10]2[CH:11]=[C:12]3[C:17](=[CH:18][CH:19]=2)[N:16]=[CH:15][N:14]([C:20]2[CH:21]=[C:22]([CH:26]=[CH:27][C:28]=2[CH3:29])[C:23]([NH:40][C:41]2[CH:45]=[CH:44][O:43][N:42]=2)=[O:24])[C:13]3=[O:30])[CH2:5]1)([CH3:2])[CH3:3]. (5) Given the reactants [CH3:1][C:2]1[N:21](S(C2C=CC=CC=2)(=O)=O)[C:5]2=[N:6][CH:7]=[CH:8][C:9]([C:10]3[CH:15]=[CH:14][C:13]([NH:16][S:17]([CH3:20])(=[O:19])=[O:18])=[CH:12][CH:11]=3)=[C:4]2[CH:3]=1.[OH-].[Na+], predict the reaction product. The product is: [CH3:1][C:2]1[NH:21][C:5]2=[N:6][CH:7]=[CH:8][C:9]([C:10]3[CH:11]=[CH:12][C:13]([NH:16][S:17]([CH3:20])(=[O:18])=[O:19])=[CH:14][CH:15]=3)=[C:4]2[CH:3]=1. (6) Given the reactants Cl.Cl.[CH2:3]([N:5]([CH2:12][CH3:13])[CH:6]1[CH2:11][CH2:10][NH:9][CH2:8][CH2:7]1)[CH3:4], predict the reaction product. The product is: [CH2:12]([N:5]([CH2:3][CH3:4])[CH:6]1[CH2:7][CH2:8][NH:9][CH2:10][CH2:11]1)[CH3:13]. (7) Given the reactants [Cl-].COC[P+]([C:6]1[CH:11]=[CH:10][CH:9]=[CH:8][CH:7]=1)([C:6]1[CH:11]=[CH:10][CH:9]=[CH:8][CH:7]=1)[C:6]1[CH:11]=[CH:10][CH:9]=[CH:8][CH:7]=1.C([N-]C(C)C)(C)C.[Li+].[CH3:32][O:33][CH:34]1[CH2:39][CH2:38][CH2:37][CH2:36][C:35]1=O.C1C[O:44][CH2:43]C1, predict the reaction product. The product is: [CH2:32]([O:33][CH:34]1[CH2:39][CH2:38][CH:37]([CH:43]=[O:44])[CH2:36][CH2:35]1)[C:6]1[CH:11]=[CH:10][CH:9]=[CH:8][CH:7]=1.